Regression. Given a peptide amino acid sequence and an MHC pseudo amino acid sequence, predict their binding affinity value. This is MHC class I binding data. From a dataset of Peptide-MHC class I binding affinity with 185,985 pairs from IEDB/IMGT. The peptide sequence is YLKDQQLL. The MHC is HLA-B15:01 with pseudo-sequence HLA-B15:01. The binding affinity (normalized) is 0.266.